This data is from Full USPTO retrosynthesis dataset with 1.9M reactions from patents (1976-2016). The task is: Predict the reactants needed to synthesize the given product. (1) Given the product [NH2:6][C:7]1[N:12]=[C:11]([CH:13]2[CH2:18][CH2:17][CH2:16][N:15]([C:19]([O:21][C:22]([CH3:25])([CH3:23])[CH3:24])=[O:20])[CH2:14]2)[CH:10]=[C:9]([C:26]2[C:27]([OH:33])=[CH:28][CH:29]=[CH:30][C:31]=2[OH:32])[N:8]=1, predict the reactants needed to synthesize it. The reactants are: CO.C(#N)C.[NH2:6][C:7]1[N:12]=[C:11]([CH:13]2[CH2:18][CH2:17][CH2:16][N:15]([C:19]([O:21][C:22]([CH3:25])([CH3:24])[CH3:23])=[O:20])[CH2:14]2)[CH:10]=[C:9]([C:26]2[C:31]([OH:32])=[CH:30][CH:29]=[CH:28][C:27]=2[O:33]CC2C=CC=CC=2)[N:8]=1.[H][H]. (2) Given the product [OH:32][C@@H:4]([CH2:3][C@@H:2]([NH:1][C:43](=[O:44])[C@@H:42]([N:46]1[CH2:50][C:49](=[O:51])[N:48]([CH2:52][C:53]2[CH:58]=[CH:57][CH:56]=[C:55]([CH3:59])[N:54]=2)[C:47]1=[O:60])[CH:41]([CH3:40])[CH2:61][CH3:62])[CH2:33][C:34]1[CH:35]=[CH:36][CH:37]=[CH:38][CH:39]=1)[C@@H:5]([NH:19][C:20]([C@@H:22]([NH:27][C:28](=[O:31])[O:29][CH3:30])[C:23]([CH3:25])([CH3:26])[CH3:24])=[O:21])[CH2:6][C:7]1[CH:12]=[CH:11][C:10]([C:13]2[CH:18]=[CH:17][CH:16]=[CH:15][N:14]=2)=[CH:9][CH:8]=1, predict the reactants needed to synthesize it. The reactants are: [NH2:1][C@@H:2]([CH2:33][C:34]1[CH:39]=[CH:38][CH:37]=[CH:36][CH:35]=1)[CH2:3][C@H:4]([OH:32])[C@@H:5]([NH:19][C:20]([C@@H:22]([NH:27][C:28](=[O:31])[O:29][CH3:30])[C:23]([CH3:26])([CH3:25])[CH3:24])=[O:21])[CH2:6][C:7]1[CH:12]=[CH:11][C:10]([C:13]2[CH:18]=[CH:17][CH:16]=[CH:15][N:14]=2)=[CH:9][CH:8]=1.[CH3:40][C@@H:41]([CH2:61][CH3:62])[C@H:42]([N:46]1[CH2:50][C:49](=[O:51])[N:48]([CH2:52][C:53]2[CH:58]=[CH:57][CH:56]=[C:55]([CH3:59])[N:54]=2)[C:47]1=[O:60])[C:43](O)=[O:44].CCOP(ON1N=NC2C=CC=CC=2C1=O)(OCC)=O.C(N(CC)C(C)C)(C)C. (3) Given the product [OH:4][CH2:5][C:6]1[C:7]([N:38]2[CH2:50][CH2:49][N:41]3[C:42]4[CH2:43][CH2:44][CH2:45][CH2:46][C:47]=4[CH:48]=[C:40]3[C:39]2=[O:51])=[N:8][CH:9]=[CH:10][C:11]=1[C:12]1[CH:13]=[C:14]([NH:21][C:22]2[CH:27]=[CH:26][C:25]([N:28]3[CH2:29][CH2:30][N:31]([CH:34]4[CH2:37][O:36][CH2:35]4)[CH2:32][CH2:33]3)=[CH:24][N:23]=2)[C:15]2[N:16]([N:18]=[CH:19][N:20]=2)[CH:17]=1, predict the reactants needed to synthesize it. The reactants are: C([O:4][CH2:5][C:6]1[C:7]([N:38]2[CH2:50][CH2:49][N:41]3[C:42]4[CH2:43][CH2:44][CH2:45][CH2:46][C:47]=4[CH:48]=[C:40]3[C:39]2=[O:51])=[N:8][CH:9]=[CH:10][C:11]=1[C:12]1[CH:13]=[C:14]([NH:21][C:22]2[CH:27]=[CH:26][C:25]([N:28]3[CH2:33][CH2:32][N:31]([CH:34]4[CH2:37][O:36][CH2:35]4)[CH2:30][CH2:29]3)=[CH:24][N:23]=2)[C:15]2[N:16]([N:18]=[CH:19][N:20]=2)[CH:17]=1)(=O)C.[OH-].[Li+]. (4) The reactants are: [C:1]([OH:6])(=O)[C:2]([CH3:4])=[O:3].[CH:7]1[CH:8]=[CH:9][C:10]2[N:15](O)N=[N:13][C:11]=2[CH:12]=1.C(Cl)CCl.C(N(CC)CC)C. Given the product [C:1]([N:13]1[CH2:11][CH2:12][CH2:7][C@@H:8]1[CH2:9][C:10]#[N:15])(=[O:6])[C:2]([CH3:4])=[O:3], predict the reactants needed to synthesize it. (5) Given the product [CH3:35][C:29]1([CH3:36])[C@H:28]([C:8]2[N:7]([CH2:6][C:5]3[CH:37]=[CH:38][C:2]([C:44]4[CH:43]=[CH:42][C:41]([F:40])=[C:46]([F:47])[CH:45]=4)=[CH:3][C:4]=3[F:39])[C:11]3[CH:12]=[CH:13][C:14]([O:16][CH2:17][C:18]4[CH:27]=[CH:26][C:25]5[C:20](=[CH:21][CH:22]=[CH:23][CH:24]=5)[N:19]=4)=[CH:15][C:10]=3[N:9]=2)[C@@H:30]1[C:31]([OH:33])=[O:32], predict the reactants needed to synthesize it. The reactants are: Br[C:2]1[CH:38]=[CH:37][C:5]([CH2:6][N:7]2[C:11]3[CH:12]=[CH:13][C:14]([O:16][CH2:17][C:18]4[CH:27]=[CH:26][C:25]5[C:20](=[CH:21][CH:22]=[CH:23][CH:24]=5)[N:19]=4)=[CH:15][C:10]=3[N:9]=[C:8]2[C@@H:28]2[C@H:30]([C:31]([O:33]C)=[O:32])[C:29]2([CH3:36])[CH3:35])=[C:4]([F:39])[CH:3]=1.[F:40][C:41]1[CH:42]=[C:43](B(O)O)[CH:44]=[CH:45][C:46]=1[F:47]. (6) Given the product [Cl:16][C:5]1[C:6]([C:8]2[C:13]([CH3:14])=[CH:12][C:11]([CH3:15])=[CH:10][N:9]=2)=[CH:7][C:2]([N:24]2[CH2:25][CH2:26][C:27]3[N:19]=[C:20]([NH2:28])[S:21][C:22]=3[CH2:23]2)=[N:3][CH:4]=1, predict the reactants needed to synthesize it. The reactants are: Cl[C:2]1[CH:7]=[C:6]([C:8]2[C:13]([CH3:14])=[CH:12][C:11]([CH3:15])=[CH:10][N:9]=2)[C:5]([Cl:16])=[CH:4][N:3]=1.[F-].[Cs+].[N:19]1[C:27]2[CH2:26][CH2:25][NH:24][CH2:23][C:22]=2[S:21][C:20]=1[NH2:28].C(OCC)(=O)C. (7) Given the product [CH3:27][O:26][C:15](=[O:25])[C:16]1[CH:24]=[CH:23][C:21]([O:22][C@H:29]([C:28]([O:33][CH3:34])=[O:32])[CH3:31])=[C:18]([O:19][CH3:20])[CH:17]=1, predict the reactants needed to synthesize it. The reactants are: N(C(OC(C)C)=O)=NC(OC(C)C)=O.[C:15]([O:26][CH3:27])(=[O:25])[C:16]1[CH:24]=[CH:23][C:21]([OH:22])=[C:18]([O:19][CH3:20])[CH:17]=1.[C:28]([O:33][CH3:34])(=[O:32])[C@@H:29]([CH3:31])O.C1(P(C2C=CC=CC=2)C2C=CC=CC=2)C=CC=CC=1. (8) Given the product [Cl:1][C:2]([F:36])([F:35])[O:3][C:4]1[C:31]([F:32])=[C:30]([F:33])[CH:29]=[C:6]2[C:5]=1[N:16]([C:17]1[CH:22]=[CH:21][C:20]([CH2:23][N:24]3[CH2:28][CH2:27][CH2:26][CH2:25]3)=[CH:19][CH:18]=1)[CH:15]=[C:9]([C:10]([O:12][CH2:13][CH3:14])=[O:11])[C:7]2=[O:8], predict the reactants needed to synthesize it. The reactants are: [Cl:1][C:2]([F:36])([F:35])[O:3][C:4]1[C:5](F)=[C:6]([CH:29]=[C:30]([F:33])[C:31]=1[F:32])[C:7](/[C:9](=[CH:15]/[NH:16][C:17]1[CH:22]=[CH:21][C:20]([CH2:23][N:24]2[CH2:28][CH2:27][CH2:26][CH2:25]2)=[CH:19][CH:18]=1)/[C:10]([O:12][CH2:13][CH3:14])=[O:11])=[O:8].C(=O)([O-])[O-].[K+].[K+].C1OCCOCCOCCOCCOCCOC1. (9) Given the product [NH2:22][C:4]1[NH:3][C:2]([CH3:1])=[C:6]([C:7]2[CH:12]=[CH:11][N:10]=[C:9]([NH:13][C:14]3[CH:19]=[CH:18][C:17]([F:20])=[CH:16][CH:15]=3)[N:8]=2)[C:5]=1[CH3:21], predict the reactants needed to synthesize it. The reactants are: [CH3:1][C:2]1[NH:3][C:4]([N+:22]([O-])=O)=[C:5]([CH3:21])[C:6]=1[C:7]1[CH:12]=[CH:11][N:10]=[C:9]([NH:13][C:14]2[CH:19]=[CH:18][C:17]([F:20])=[CH:16][CH:15]=2)[N:8]=1.O.NN. (10) The reactants are: C[O:2][C:3]([C:5]1[N:10]=[C:9]2[N:11]([C@@H:16]3[C:24]4[C:19](=[CH:20][C:21]([Br:25])=[CH:22][CH:23]=4)[CH2:18][CH2:17]3)[C:12]([CH2:14][CH3:15])=[N:13][C:8]2=[C:7]([CH3:26])[CH:6]=1)=O.[H-].[H-].[H-].[H-].[Li+].[Al+3]. Given the product [Br:25][C:21]1[CH:20]=[C:19]2[C:24](=[CH:23][CH:22]=1)[C@@H:16]([N:11]1[C:9]3=[N:10][C:5]([CH2:3][OH:2])=[CH:6][C:7]([CH3:26])=[C:8]3[N:13]=[C:12]1[CH2:14][CH3:15])[CH2:17][CH2:18]2, predict the reactants needed to synthesize it.